This data is from Forward reaction prediction with 1.9M reactions from USPTO patents (1976-2016). The task is: Predict the product of the given reaction. (1) Given the reactants [S:1]1[C:5]2[CH:6]=[CH:7][CH:8]=[CH:9][C:4]=2[CH:3]=[C:2]1[C:10]([NH:12][C@H:13]([C:18]([NH:20][CH2:21][C@H:22]1[C@@H:26]([OH:27])[CH2:25][N:24](C(OC(C)(C)C)=O)[CH2:23]1)=[O:19])[CH2:14][CH:15]([CH3:17])[CH3:16])=[O:11].Cl.O1CCOCC1, predict the reaction product. The product is: [OH:27][C@H:26]1[CH2:25][NH:24][CH2:23][C@H:22]1[CH2:21][NH:20][C:18]([C@@H:13]([NH:12][C:10]([C:2]1[S:1][C:5]2[CH:6]=[CH:7][CH:8]=[CH:9][C:4]=2[CH:3]=1)=[O:11])[CH2:14][CH:15]([CH3:17])[CH3:16])=[O:19]. (2) Given the reactants [CH:1]([C:4]1[CH:5]=[CH:6][C:7]([N+:11]([O-:13])=O)=[C:8]([CH:10]=1)[NH2:9])([CH3:3])[CH3:2].[N:14]#[C:15][NH2:16].[CH]Cl.[OH-].[Na+], predict the reaction product. The product is: [CH:1]([C:4]1[CH:5]=[CH:6][C:7]2[N+:11]([O-:13])=[N:14][C:15]([NH2:16])=[N:9][C:8]=2[CH:10]=1)([CH3:3])[CH3:2]. (3) The product is: [F:27][C:26]([F:28])([F:29])[C:23]1[CH:24]=[CH:25][C:20]([C:17]2[CH:16]=[CH:15][C:14]3[NH:13][C:5](=[O:11])[O:4][CH2:2][C:19]=3[CH:18]=2)=[CH:21][CH:22]=1. Given the reactants Cl[C:2](Cl)([O:4][C:5](=[O:11])OC(Cl)(Cl)Cl)Cl.[NH2:13][C:14]1[CH:19]=[CH:18][C:17]([C:20]2[CH:25]=[CH:24][C:23]([C:26]([F:29])([F:28])[F:27])=[CH:22][CH:21]=2)=[CH:16][C:15]=1CO.C(=O)([O-])O.[Na+], predict the reaction product.